Task: Predict the product of the given reaction.. Dataset: Forward reaction prediction with 1.9M reactions from USPTO patents (1976-2016) Given the reactants [NH2:1][C@H:2]1[CH2:6][CH2:5][N:4]([C:7]([C:9]2[CH:10]=[C:11]([CH:24]=[CH:25][C:26]=2[F:27])[CH2:12][C:13]2[C:22]3[C:17](=[CH:18][CH:19]=[CH:20][CH:21]=3)[C:16](=[O:23])[NH:15][N:14]=2)=[O:8])[CH2:3]1.[CH:28](=O)[C:29]1[CH:34]=[CH:33][N:32]=[CH:31][CH:30]=1.C(O[BH-](OC(=O)C)OC(=O)C)(=O)C.[Na+], predict the reaction product. The product is: [F:27][C:26]1[CH:25]=[CH:24][C:11]([CH2:12][C:13]2[C:22]3[C:17](=[CH:18][CH:19]=[CH:20][CH:21]=3)[C:16](=[O:23])[NH:15][N:14]=2)=[CH:10][C:9]=1[C:7]([N:4]1[CH2:5][CH2:6][C@H:2]([NH:1][CH2:28][C:29]2[CH:34]=[CH:33][N:32]=[CH:31][CH:30]=2)[CH2:3]1)=[O:8].